From a dataset of Reaction yield outcomes from USPTO patents with 853,638 reactions. Predict the reaction yield, written as a fraction of the theoretical maximum amount of product (1.0 means a 100% yield; for example, 0.34 means a 34% yield). (1) The catalyst is CN(C=O)C.O. The yield is 0.130. The product is [F:1][C:2]1[CH:14]=[CH:13][C:5]2[S:6][C:7]([CH2:10][N:11]([CH3:12])[C:28](=[O:30])/[CH:27]=[CH:26]/[C:23]3[CH:24]=[N:25][C:18]4[NH:17][C:16](=[O:15])[CH2:21][O:20][C:19]=4[CH:22]=3)=[C:8]([CH3:9])[C:4]=2[CH:3]=1. The reactants are [F:1][C:2]1[CH:14]=[CH:13][C:5]2[S:6][C:7]([CH2:10][NH:11][CH3:12])=[C:8]([CH3:9])[C:4]=2[CH:3]=1.[O:15]=[C:16]1[CH2:21][O:20][C:19]2[CH:22]=[C:23](/[CH:26]=[CH:27]/[C:28]([OH:30])=O)[CH:24]=[N:25][C:18]=2[NH:17]1.ON1C2C=CC=CC=2N=N1.C(N(C(C)C)CC)(C)C.CN(C)CCCN=C=NCC. (2) The reactants are [IH:1].[CH3:2][N:3]1[C:8](=[O:9])[N:7]2[CH:10]=[N:11][C:12]([C:13](SC)=[NH:14])=[C:6]2[N:5]=[N:4]1.Cl.[NH2:18][CH2:19][C:20]([C:22]1[S:23][CH:24]=[CH:25][CH:26]=1)=[O:21]. No catalyst specified. The product is [IH:1].[CH3:2][N:3]1[C:8](=[O:9])[N:7]2[CH:10]=[N:11][C:12]([C:13](=[NH:14])[NH:18][CH2:19][C:20](=[O:21])[C:22]3[S:23][CH:24]=[CH:25][CH:26]=3)=[C:6]2[N:5]=[N:4]1. The yield is 0.660.